Dataset: Experimentally validated miRNA-target interactions with 360,000+ pairs, plus equal number of negative samples. Task: Binary Classification. Given a miRNA mature sequence and a target amino acid sequence, predict their likelihood of interaction. The miRNA is mmu-miR-717 with sequence CUCAGACAGAGAUACCUUCUCU. The protein sequence of the target gene is MATSGVEKSSKKKTEKKLAAREEAKLLAGFMGVMNNMRKQRTLCDVILTVQERKIPAHRVVLAAASHFFNLMFTTNMLESKSFEVELKDAEPDIIEQLVEFAYTARISVNSNNVQSLLDAANQYQIEPVKKMCVDFLKEQVDASNCLGISVLAECLDCPELKATADDFIHQHFTEVYKTDEFLQLDVKRVTHLLSQDTLTVRAEDQVYDAAVRWLKYDEPNRQPFMVDILAKVRFPLISKNFLSKTVQAEPLIQDNPECLKMVISGMRYHLLSPEDREELAGGTRPRRKKHDYRIALFGG.... Result: 1 (interaction).